Predict the reactants needed to synthesize the given product. From a dataset of Full USPTO retrosynthesis dataset with 1.9M reactions from patents (1976-2016). (1) Given the product [F:1][C:2]1[CH:7]=[CH:6][C:5]([CH:8]([C:10]2[N:19]=[C:18]([NH:20][C:21]3[CH:25]=[C:24]([CH3:26])[NH:23][N:22]=3)[C:17]3[C:12](=[CH:13][CH:14]=[CH:15][CH:16]=3)[N:11]=2)[OH:9])=[CH:4][CH:3]=1, predict the reactants needed to synthesize it. The reactants are: [F:1][C:2]1[CH:7]=[CH:6][C:5]([C:8]([C:10]2[N:19]=[C:18]([NH:20][C:21]3[CH:25]=[C:24]([CH3:26])[NH:23][N:22]=3)[C:17]3[C:12](=[CH:13][CH:14]=[CH:15][CH:16]=3)[N:11]=2)=[O:9])=[CH:4][CH:3]=1.[BH4-].[Na+]. (2) Given the product [C:19]([O:18][C:16](=[O:17])[NH:15][CH2:14][CH2:13][C@H:9]([NH:8][C:6]([O:5][C:1]([CH3:4])([CH3:3])[CH3:2])=[O:7])[CH2:10][OH:11])([CH3:22])([CH3:21])[CH3:20], predict the reactants needed to synthesize it. The reactants are: [C:1]([O:5][C:6]([NH:8][C@@H:9]([CH2:13][CH2:14][NH:15][C:16]([O:18][C:19]([CH3:22])([CH3:21])[CH3:20])=[O:17])[C:10](O)=[O:11])=[O:7])([CH3:4])([CH3:3])[CH3:2].C1(NC2CCCCC2)CCCCC1.CN1CCOCC1.ClC(OCC)=O.[H-].[Al+3].[Li+].[H-].[H-].[H-]. (3) Given the product [Cl:20][C:5]1[C:6]([NH:8][C:9]2[CH:19]=[CH:18][CH:17]=[CH:16][C:10]=2[C:11]([NH:13][O:14][CH3:15])=[O:12])=[CH:7][C:2]([NH:28][C:27]2[N:23]([CH2:21][CH3:22])[N:24]=[C:25]([CH3:29])[CH:26]=2)=[N:3][CH:4]=1, predict the reactants needed to synthesize it. The reactants are: Cl[C:2]1[CH:7]=[C:6]([NH:8][C:9]2[CH:19]=[CH:18][CH:17]=[CH:16][C:10]=2[C:11]([NH:13][O:14][CH3:15])=[O:12])[C:5]([Cl:20])=[CH:4][N:3]=1.[CH2:21]([N:23]1[C:27]([NH2:28])=[CH:26][C:25]([CH3:29])=[N:24]1)[CH3:22].C(=O)([O-])[O-].[Cs+].[Cs+].C1(P(C2C=CC=CC=2)C2C=CC3C(=CC=CC=3)C=2C2C3C(=CC=CC=3)C=CC=2P(C2C=CC=CC=2)C2C=CC=CC=2)C=CC=CC=1. (4) Given the product [CH3:1][N:2]([CH3:33])[CH:3]1[CH2:4][CH2:5][N:6]([CH2:9][C:10]2[S:18][C:17]3[C:16]([N:19]4[CH2:20][CH2:21][O:22][CH2:23][CH2:24]4)=[N:15][C:14]([N:25]4[C:26]5[CH:31]=[CH:30][CH:29]=[CH:28][C:27]=5[N:32]=[C:36]4[CH3:37])=[N:13][C:12]=3[CH:11]=2)[CH2:7][CH2:8]1, predict the reactants needed to synthesize it. The reactants are: [CH3:1][N:2]([CH3:33])[CH:3]1[CH2:8][CH2:7][N:6]([CH2:9][C:10]2[S:18][C:17]3[C:16]([N:19]4[CH2:24][CH2:23][O:22][CH2:21][CH2:20]4)=[N:15][C:14]([NH:25][C:26]4[C:27]([NH2:32])=[CH:28][CH:29]=[CH:30][CH:31]=4)=[N:13][C:12]=3[CH:11]=2)[CH2:5][CH2:4]1.C(OCC)(OCC)O[CH2:36][CH3:37]. (5) Given the product [Cl:17][C:18]1[CH:26]=[CH:22][C:21]([O:27][CH3:28])=[C:20]([C:10](=[O:12])[CH2:9][C:8]([O:14][CH2:15][CH3:16])=[O:13])[CH:19]=1, predict the reactants needed to synthesize it. The reactants are: [O-]CC.[Mg+2].[O-]CC.[C:8]([O:14][CH2:15][CH3:16])(=[O:13])[CH2:9][C:10]([OH:12])=O.[Cl:17][C:18]1[CH:19]=[CH:20][C:21]([O:27][CH3:28])=[C:22]([CH:26]=1)C(O)=O.C(N1C=CN=C1)(N1C=CN=C1)=O. (6) The reactants are: Cl[C:2]1[CH:3]=[C:4]([CH:28]=[CH:29][N:30]=1)[C:5]([NH:7][C:8]1[CH:9]=[C:10]([C:15]2[CH:20]=[CH:19][C:18]([C:21]([NH:23][CH2:24][CH:25]3[CH2:27][CH2:26]3)=[O:22])=[CH:17][CH:16]=2)[C:11]([CH3:14])=[CH:12][CH:13]=1)=[O:6].[CH3:31][NH:32][CH3:33]. Given the product [CH:25]1([CH2:24][NH:23][C:21]([C:18]2[CH:19]=[CH:20][C:15]([C:10]3[C:11]([CH3:14])=[CH:12][CH:13]=[C:8]([NH:7][C:5](=[O:6])[C:4]4[CH:28]=[CH:29][N:30]=[C:2]([N:32]([CH3:33])[CH3:31])[CH:3]=4)[CH:9]=3)=[CH:16][CH:17]=2)=[O:22])[CH2:27][CH2:26]1, predict the reactants needed to synthesize it. (7) The reactants are: [NH2:1][C:2]1[CH:12]=[CH:11][C:5]([C:6]([O:8][CH2:9][CH3:10])=[O:7])=[CH:4][N:3]=1.[C:13]([N:21]=[C:22]=[S:23])(=[O:20])[C:14]1[CH:19]=[CH:18][CH:17]=[CH:16][CH:15]=1. Given the product [C:13]([NH:21][C:22](=[S:23])[NH:1][C:2]1[CH:12]=[CH:11][C:5]([C:6]([O:8][CH2:9][CH3:10])=[O:7])=[CH:4][N:3]=1)(=[O:20])[C:14]1[CH:19]=[CH:18][CH:17]=[CH:16][CH:15]=1, predict the reactants needed to synthesize it. (8) The reactants are: CC(O)=O.C([N:12]1[CH2:17][CH2:16][C:15]([OH:21])([C:18]([NH2:20])=[O:19])[CH2:14][CH2:13]1)C1C=CC=CC=1. Given the product [OH:21][C:15]1([C:18]([NH2:20])=[O:19])[CH2:16][CH2:17][NH:12][CH2:13][CH2:14]1, predict the reactants needed to synthesize it.